This data is from Peptide-MHC class I binding affinity with 185,985 pairs from IEDB/IMGT. The task is: Regression. Given a peptide amino acid sequence and an MHC pseudo amino acid sequence, predict their binding affinity value. This is MHC class I binding data. (1) The peptide sequence is KFFPSSSYRR. The MHC is HLA-A03:01 with pseudo-sequence HLA-A03:01. The binding affinity (normalized) is 0.226. (2) The peptide sequence is FLDLPLPWTA. The MHC is HLA-A02:17 with pseudo-sequence HLA-A02:17. The binding affinity (normalized) is 0.344. (3) The peptide sequence is FYPEKSTVI. The MHC is HLA-B15:17 with pseudo-sequence HLA-B15:17. The binding affinity (normalized) is 0.0847. (4) The binding affinity (normalized) is 0.936. The peptide sequence is KAMRPWQSF. The MHC is HLA-B27:20 with pseudo-sequence HLA-B27:20.